Task: Regression. Given two drug SMILES strings and cell line genomic features, predict the synergy score measuring deviation from expected non-interaction effect.. Dataset: NCI-60 drug combinations with 297,098 pairs across 59 cell lines (1) Drug 1: CN1C2=C(C=C(C=C2)N(CCCl)CCCl)N=C1CCCC(=O)O.Cl. Drug 2: COCCOC1=C(C=C2C(=C1)C(=NC=N2)NC3=CC=CC(=C3)C#C)OCCOC.Cl. Cell line: ACHN. Synergy scores: CSS=28.9, Synergy_ZIP=7.93, Synergy_Bliss=9.09, Synergy_Loewe=-4.56, Synergy_HSA=8.08. (2) Drug 1: C1CN1C2=NC(=NC(=N2)N3CC3)N4CC4. Drug 2: CC(CN1CC(=O)NC(=O)C1)N2CC(=O)NC(=O)C2. Cell line: CAKI-1. Synergy scores: CSS=44.7, Synergy_ZIP=-5.40, Synergy_Bliss=-1.42, Synergy_Loewe=1.05, Synergy_HSA=3.06. (3) Drug 1: CN(CC1=CN=C2C(=N1)C(=NC(=N2)N)N)C3=CC=C(C=C3)C(=O)NC(CCC(=O)O)C(=O)O. Drug 2: C1CN(P(=O)(OC1)NCCCl)CCCl. Cell line: HCT-15. Synergy scores: CSS=61.1, Synergy_ZIP=-2.98, Synergy_Bliss=-8.95, Synergy_Loewe=-36.2, Synergy_HSA=-6.27. (4) Drug 1: C1=CN(C=N1)CC(O)(P(=O)(O)O)P(=O)(O)O. Drug 2: CC(C)CN1C=NC2=C1C3=CC=CC=C3N=C2N. Cell line: MDA-MB-435. Synergy scores: CSS=-2.18, Synergy_ZIP=4.49, Synergy_Bliss=7.31, Synergy_Loewe=-0.326, Synergy_HSA=-0.538. (5) Drug 1: C1CCC(CC1)NC(=O)N(CCCl)N=O. Drug 2: CC1=CC2C(CCC3(C2CCC3(C(=O)C)OC(=O)C)C)C4(C1=CC(=O)CC4)C. Cell line: NCI/ADR-RES. Synergy scores: CSS=15.4, Synergy_ZIP=-4.08, Synergy_Bliss=2.75, Synergy_Loewe=-3.55, Synergy_HSA=1.66. (6) Drug 1: C1=NC2=C(N=C(N=C2N1C3C(C(C(O3)CO)O)F)Cl)N. Drug 2: C1CN(P(=O)(OC1)NCCCl)CCCl. Cell line: HS 578T. Synergy scores: CSS=-0.600, Synergy_ZIP=2.66, Synergy_Bliss=6.64, Synergy_Loewe=-0.510, Synergy_HSA=-0.207. (7) Drug 1: C1CCN(CC1)CCOC2=CC=C(C=C2)C(=O)C3=C(SC4=C3C=CC(=C4)O)C5=CC=C(C=C5)O. Drug 2: CC(C)CN1C=NC2=C1C3=CC=CC=C3N=C2N. Cell line: SF-539. Synergy scores: CSS=-9.58, Synergy_ZIP=2.62, Synergy_Bliss=0.140, Synergy_Loewe=-5.57, Synergy_HSA=-4.59. (8) Drug 1: C1=CN(C(=O)N=C1N)C2C(C(C(O2)CO)O)O.Cl. Drug 2: CCC1(CC2CC(C3=C(CCN(C2)C1)C4=CC=CC=C4N3)(C5=C(C=C6C(=C5)C78CCN9C7C(C=CC9)(C(C(C8N6C=O)(C(=O)OC)O)OC(=O)C)CC)OC)C(=O)OC)O.OS(=O)(=O)O. Cell line: HOP-92. Synergy scores: CSS=30.5, Synergy_ZIP=-7.43, Synergy_Bliss=0.255, Synergy_Loewe=3.12, Synergy_HSA=4.70.